Task: Predict the reaction yield, written as a fraction of the theoretical maximum amount of product (1.0 means a 100% yield; for example, 0.34 means a 34% yield).. Dataset: Reaction yield outcomes from USPTO patents with 853,638 reactions The reactants are C([N:4]1[CH:8]=[CH:7][N:6]=[C:5]1[C:9]1[S:13][C:12]([C:14]2[CH:19]=[CH:18][N:17]=[CH:16][CH:15]=2)=[N:11][C:10]=1[CH2:20][C:21]1[CH:26]=[CH:25][C:24]([Cl:27])=[CH:23][CH:22]=1)C=C.C(O)(=O)C.C1([SiH3])C=CC=CC=1. The catalyst is C(Cl)Cl.C1C=CC([P]([Pd]([P](C2C=CC=CC=2)(C2C=CC=CC=2)C2C=CC=CC=2)([P](C2C=CC=CC=2)(C2C=CC=CC=2)C2C=CC=CC=2)[P](C2C=CC=CC=2)(C2C=CC=CC=2)C2C=CC=CC=2)(C2C=CC=CC=2)C2C=CC=CC=2)=CC=1. The product is [ClH:27].[Cl:27][C:24]1[CH:25]=[CH:26][C:21]([CH2:20][C:10]2[N:11]=[C:12]([C:14]3[CH:19]=[CH:18][N:17]=[CH:16][CH:15]=3)[S:13][C:9]=2[C:5]2[NH:4][CH:8]=[CH:7][N:6]=2)=[CH:22][CH:23]=1. The yield is 0.640.